Dataset: Forward reaction prediction with 1.9M reactions from USPTO patents (1976-2016). Task: Predict the product of the given reaction. Given the reactants [CH:1]([O:4][C:5]1[N:10]=[CH:9][C:8]([CH:11]=O)=[CH:7][CH:6]=1)([CH3:3])[CH3:2].[NH2:13][C:14]1[N:15]=[N:16][C:17]([CH3:20])=[CH:18][CH:19]=1.C([O:23][C:24](=O)[C:25]([OH:40])=[CH:26][C:27](=[O:39])[C:28]1[CH:33]=[CH:32][C:31]([O:34][C:35]([F:38])([F:37])[F:36])=[CH:30][CH:29]=1)C, predict the reaction product. The product is: [OH:40][C:25]1[C:24](=[O:23])[N:13]([C:14]2[N:15]=[N:16][C:17]([CH3:20])=[CH:18][CH:19]=2)[CH:11]([C:8]2[CH:9]=[N:10][C:5]([O:4][CH:1]([CH3:2])[CH3:3])=[CH:6][CH:7]=2)[C:26]=1[C:27](=[O:39])[C:28]1[CH:29]=[CH:30][C:31]([O:34][C:35]([F:37])([F:38])[F:36])=[CH:32][CH:33]=1.